From a dataset of Reaction yield outcomes from USPTO patents with 853,638 reactions. Predict the reaction yield, written as a fraction of the theoretical maximum amount of product (1.0 means a 100% yield; for example, 0.34 means a 34% yield). (1) The reactants are Cl.O1CCCC1.[CH2:7]([O:14][C@@H:15]1[C@@H:21]([O:22][CH2:23][C:24]2[CH:29]=[CH:28][CH:27]=[CH:26][CH:25]=2)[C@H:20]([O:30][CH2:31][C:32]2[CH:37]=[CH:36][CH:35]=[CH:34][CH:33]=2)[C@@H:19]([CH2:38][O:39][CH2:40][C:41]2[CH:46]=[CH:45][CH:44]=[CH:43][CH:42]=2)[S:18][C:16]1([C:47]1[CH:52]=[CH:51][C:50]([Cl:53])=[C:49]([CH:54]2OCC[O:55]2)[CH:48]=1)[OH:17])[C:8]1[CH:13]=[CH:12][CH:11]=[CH:10][CH:9]=1. The catalyst is O. The product is [CH2:7]([O:14][C@@H:15]1[C@@H:21]([O:22][CH2:23][C:24]2[CH:25]=[CH:26][CH:27]=[CH:28][CH:29]=2)[C@H:20]([O:30][CH2:31][C:32]2[CH:37]=[CH:36][CH:35]=[CH:34][CH:33]=2)[C@@H:19]([CH2:38][O:39][CH2:40][C:41]2[CH:42]=[CH:43][CH:44]=[CH:45][CH:46]=2)[S:18][C:16]1([C:47]1[CH:52]=[CH:51][C:50]([Cl:53])=[C:49]([CH:54]=[O:55])[CH:48]=1)[OH:17])[C:8]1[CH:9]=[CH:10][CH:11]=[CH:12][CH:13]=1. The yield is 0.800. (2) The reactants are [CH:1]1([N:7]2[CH2:11][CH2:10][NH:9][C:8]2=[O:12])[CH2:6][CH2:5][CH2:4][CH2:3][CH2:2]1.N1C=CC=CC=1.[C:19](Cl)(Cl)=[O:20].[CH3:23][N:24]1[CH:28]=[C:27]([C:29]2[CH:34]=[C:33]([O:35][C:36]3[CH:37]=[CH:38][C:39]([NH2:42])=[N:40][CH:41]=3)[CH:32]=[CH:31][N:30]=2)[CH:26]=[N:25]1. The catalyst is C(Cl)Cl.O. The product is [CH:1]1([N:7]2[CH2:11][CH2:10][N:9]([C:19]([NH:42][C:39]3[CH:38]=[CH:37][C:36]([O:35][C:33]4[CH:32]=[CH:31][N:30]=[C:29]([C:27]5[CH:26]=[N:25][N:24]([CH3:23])[CH:28]=5)[CH:34]=4)=[CH:41][N:40]=3)=[O:20])[C:8]2=[O:12])[CH2:2][CH2:3][CH2:4][CH2:5][CH2:6]1. The yield is 0.640. (3) The reactants are [CH2:1]([O:3][CH:4]1[CH2:6][CH:5]1[C:7]([O:9]CC)=[O:8])[CH3:2].[OH-].[Li+:13]. The catalyst is CO. The product is [Li+:13].[CH2:1]([O:3][CH:4]1[CH2:6][CH:5]1[C:7]([O-:9])=[O:8])[CH3:2]. The yield is 1.04. (4) The reactants are O(C)[Na].[CH3:4][O:5][CH:6]([C:11]([O:13]C)=O)[C:7]([O:9]C)=O.[NH2:15][C:16]([NH2:18])=[O:17]. The catalyst is CCO. The product is [OH:13][C:11]1[NH:18][C:16](=[O:17])[NH:15][C:7](=[O:9])[C:6]=1[O:5][CH3:4]. The yield is 0.990. (5) The reactants are [C:1]([C:3]1[CH:4]=[C:5]2[C:10](=[CH:11][C:12]=1[O:13][CH2:14][CH2:15][O:16][CH3:17])[N:9]=[CH:8][CH:7]=[C:6]2[O:18][C:19]1[CH:24]=[CH:23][C:22]([NH:25][C:26]([NH:28][C:29]2[CH:34]=[CH:33][C:32]([F:35])=[CH:31][CH:30]=2)=[O:27])=[CH:21][CH:20]=1)#[N:2].[OH-:36].[Na+].Cl. The catalyst is CS(C)=O.O. The product is [F:35][C:32]1[CH:31]=[CH:30][C:29]([NH:28][C:26]([NH:25][C:22]2[CH:21]=[CH:20][C:19]([O:18][C:6]3[C:5]4[C:10](=[CH:11][C:12]([O:13][CH2:14][CH2:15][O:16][CH3:17])=[C:3]([C:1]([NH2:2])=[O:36])[CH:4]=4)[N:9]=[CH:8][CH:7]=3)=[CH:24][CH:23]=2)=[O:27])=[CH:34][CH:33]=1. The yield is 0.573. (6) The reactants are [Cl:1][C:2]1[CH:3]=[C:4]2[C:9](=[CH:10][CH:11]=1)[N:8]=[C:7]([CH2:12]Cl)[N:6]([C:14]1[CH:19]=[CH:18][CH:17]=[CH:16][C:15]=1[Cl:20])[C:5]2=[O:21].[N:22]1[C:30]([NH2:31])=[C:29]2[C:25]([N:26]=[CH:27][NH:28]2)=[N:24][CH:23]=1.C([O-])([O-])=O.[K+].[K+]. The catalyst is CN(C=O)C. The product is [NH2:31][C:30]1[N:22]=[CH:23][N:24]=[C:25]2[C:29]=1[N:28]=[CH:27][N:26]2[CH2:12][C:7]1[N:6]([C:14]2[CH:19]=[CH:18][CH:17]=[CH:16][C:15]=2[Cl:20])[C:5](=[O:21])[C:4]2[C:9](=[CH:10][CH:11]=[C:2]([Cl:1])[CH:3]=2)[N:8]=1. The yield is 0.390. (7) The reactants are [N:1]1[C:11]2[C:6](=[CH:7][CH:8]=[CH:9][CH:10]=2)[C:4]([CH3:5])=[CH:3][CH:2]=1.[Br:12][CH2:13][CH2:14][OH:15]. The catalyst is C(#N)C. The product is [Br-:12].[OH:15][CH2:14][CH2:13][N+:1]1[C:11]2[C:6](=[CH:7][CH:8]=[CH:9][CH:10]=2)[C:4]([CH3:5])=[CH:3][CH:2]=1. The yield is 0.520.